Task: Predict the reactants needed to synthesize the given product.. Dataset: Full USPTO retrosynthesis dataset with 1.9M reactions from patents (1976-2016) (1) Given the product [CH:19]1([CH2:24][C@H:25]([C:29]2[CH:34]=[CH:33][C:32]([Cl:35])=[C:31]([Cl:36])[CH:30]=2)[C:26]([NH:1][C:2]2[CH:6]=[CH:5][N:4]([CH2:7][CH2:8][CH2:9][OH:10])[N:3]=2)=[O:27])[CH2:23][CH2:22][CH2:21][CH2:20]1, predict the reactants needed to synthesize it. The reactants are: [NH2:1][C:2]1[CH:6]=[CH:5][N:4]([CH2:7][CH2:8][CH2:9][OH:10])[N:3]=1.N1C(C)=CC=CC=1C.[CH:19]1([CH2:24][C@H:25]([C:29]2[CH:34]=[CH:33][C:32]([Cl:35])=[C:31]([Cl:36])[CH:30]=2)[C:26](Cl)=[O:27])[CH2:23][CH2:22][CH2:21][CH2:20]1. (2) Given the product [CH3:33][C:30]1[O:29][C:28]([C:25]2[NH:24][C:23]([C:21]3[CH:22]=[C:6]([CH:7]=[C:8]([O:9][C:10]4[CH:15]=[N:14][C:13]([S:16]([CH3:19])(=[O:17])=[O:18])=[CH:12][N:11]=4)[CH:20]=3)[O:5][C@@H:4]([CH3:34])[CH2:3][OH:2])=[CH:27][CH:26]=2)=[N:32][N:31]=1, predict the reactants needed to synthesize it. The reactants are: C[O:2][CH2:3][C@H:4]([CH3:34])[O:5][C:6]1[CH:7]=[C:8]([CH:20]=[C:21]([C:23]2[NH:24][C:25]([C:28]3[O:29][C:30]([CH3:33])=[N:31][N:32]=3)=[CH:26][CH:27]=2)[CH:22]=1)[O:9][C:10]1[CH:15]=[N:14][C:13]([S:16]([CH3:19])(=[O:18])=[O:17])=[CH:12][N:11]=1.B(Br)(Br)Br.C(=O)([O-])O.[Na+]. (3) Given the product [CH:33]([N:36]([CH3:54])[C@@H:37]1[CH2:42][CH2:41][C@H:40]([NH:43][C:5](=[O:7])[CH2:4][CH2:3][C:2](=[O:1])[C:8]2[CH:13]=[CH:12][CH:11]=[C:10]([C:14]([F:17])([F:16])[F:15])[CH:9]=2)[C@H:39]([CH2:44][S:45]([C:48]2[CH:49]=[CH:50][CH:51]=[CH:52][CH:53]=2)(=[O:46])=[O:47])[CH2:38]1)([CH3:35])[CH3:34], predict the reactants needed to synthesize it. The reactants are: [O:1]=[C:2]([C:8]1[CH:13]=[CH:12][CH:11]=[C:10]([C:14]([F:17])([F:16])[F:15])[CH:9]=1)[CH2:3][CH2:4][C:5]([OH:7])=O.C(N(CC)CC)C.ClC(OCC(C)C)=O.[CH:33]([N:36]([CH3:54])[C@@H:37]1[CH2:42][CH2:41][C@H:40]([NH2:43])[C@H:39]([CH2:44][S:45]([C:48]2[CH:53]=[CH:52][CH:51]=[CH:50][CH:49]=2)(=[O:47])=[O:46])[CH2:38]1)([CH3:35])[CH3:34].[OH-].[Na+]. (4) Given the product [F:1][C:2]1[CH:7]=[CH:6][C:5]([CH:8]2[C:16]3[C:11](=[CH:12][C:13]([CH:17]=[O:18])=[CH:14][CH:15]=3)[CH2:10][O:9]2)=[CH:4][CH:3]=1, predict the reactants needed to synthesize it. The reactants are: [F:1][C:2]1[CH:7]=[CH:6][C:5]([CH:8]2[C:16]3[C:11](=[CH:12][C:13]([CH2:17][OH:18])=[CH:14][CH:15]=3)[CH2:10][O:9]2)=[CH:4][CH:3]=1.C(=O)([O-])O.[Na+].Cl[O-].[Na+].O.